Dataset: Reaction yield outcomes from USPTO patents with 853,638 reactions. Task: Predict the reaction yield, written as a fraction of the theoretical maximum amount of product (1.0 means a 100% yield; for example, 0.34 means a 34% yield). (1) The reactants are Br.[CH3:2][CH:3]1[NH:8][CH2:7][CH2:6][N:5]([C:9]2[CH:14]=[CH:13][CH:12]=[CH:11][N:10]=2)[CH2:4]1.Cl[CH2:16][C:17]1[NH:21][C:20]2[CH:22]=[CH:23][CH:24]=[CH:25][C:19]=2[N:18]=1.C(=O)([O-])[O-].[Cs+].[Cs+]. The catalyst is CN(C)C=O. The product is [CH3:2][CH:3]1[CH2:4][N:5]([C:9]2[CH:14]=[CH:13][CH:12]=[CH:11][N:10]=2)[CH2:6][CH2:7][N:8]1[CH2:16][C:17]1[NH:21][C:20]2[CH:22]=[CH:23][CH:24]=[CH:25][C:19]=2[N:18]=1. The yield is 0.360. (2) The reactants are [Br:1][C:2]1[CH:3]=[CH:4][C:5](=[O:8])[NH:6][CH:7]=1.Br[CH2:10][C:11]1[CH:16]=[CH:15][CH:14]=[CH:13][CH:12]=1. The catalyst is C1(C)C=CC=CC=1. The product is [CH2:10]([O:8][C:5]1[CH:4]=[CH:3][C:2]([Br:1])=[CH:7][N:6]=1)[C:11]1[CH:16]=[CH:15][CH:14]=[CH:13][CH:12]=1. The yield is 0.950. (3) The reactants are [CH:1]([CH:3]([CH2:8][C:9]1[CH:10]=[N:11][N:12]([CH3:14])[CH:13]=1)[C:4]([O:6]C)=O)=O.C([O-])([O-])=O.[K+].[K+].[Cl:21][C:22]1[CH:27]=[CH:26][C:25]([O:28][C:29]2[CH:34]=[CH:33][C:32]([CH2:35][CH2:36][N:37]([CH3:41])[C:38]([NH2:40])=[NH:39])=[CH:31][CH:30]=2)=[CH:24][C:23]=1[C:42]([F:45])([F:44])[F:43]. The catalyst is CN1C(=O)CCC1. The product is [Cl:21][C:22]1[CH:27]=[CH:26][C:25]([O:28][C:29]2[CH:34]=[CH:33][C:32]([CH2:35][CH2:36][N:37]([CH3:41])[C:38]3[NH:40][CH:1]=[C:3]([CH2:8][C:9]4[CH:10]=[N:11][N:12]([CH3:14])[CH:13]=4)[C:4](=[O:6])[N:39]=3)=[CH:31][CH:30]=2)=[CH:24][C:23]=1[C:42]([F:43])([F:44])[F:45]. The yield is 0.205. (4) The reactants are C[C@@H:2]1[CH2:6][CH2:5][C:4](=[C:7]([CH3:9])C)[CH:3]1[C:10]([O:12][CH2:13]C)=[O:11].[CH2:15]=[O:16].[ClH:17]. The catalyst is CS(C)=O.C[O-].[Na+]. The product is [Cl:17][C:2]1[CH:6]=[CH:5][C:4]([CH:3]([CH2:15][OH:16])[C:10]([O:12][CH3:13])=[O:11])=[CH:7][CH:9]=1. The yield is 0.920. (5) The reactants are CC1(C)C(C)(C)C=[N:5][C:4](B2OCCO2)=C1.[C:16](=[O:19])([O-])[O-].[K+].[K+].Br[C:23]1[S:24][CH:25]=[CH:26][CH:27]=1.[CH3:28][CH2:29][CH2:30][CH2:31][CH2:32][CH2:33][CH3:34]. The catalyst is CN(C)C=O.C(OCC)(=O)C.ClCCl.[Pd].ClC1C=C[C-](P(C2C=CC=CC=2)C2C=CC=CC=2)C=1Cl.[C-]1(P(C2C=CC=CC=2)C2C=CC=CC=2)C=CC=C1.[Fe+2]. The product is [CH2:29]([C:30]1[C:4]([O:19][CH3:16])=[N:5][C:33]([CH3:34])=[C:32]([C:23]2[S:24][CH:25]=[CH:26][CH:27]=2)[CH:31]=1)[CH3:28]. The yield is 0.940. (6) The reactants are [OH:1][C:2]1[CH:7]=[CH:6][C:5]([C:8]2[C:9]([CH2:21][O:22][C:23](=[O:31])[C:24]3[CH:29]=[CH:28][C:27]([CH3:30])=[CH:26][CH:25]=3)=[C:10]3[C:15](=[CH:16][CH:17]=2)[NH:14][C:13]([CH3:19])([CH3:18])[CH:12]=[C:11]3[CH3:20])=[C:4]([O:32][CH3:33])[CH:3]=1.C(N(CC)CC)C.[C:41]1([C:46](Cl)=[O:47])[S:45][CH:44]=[CH:43][CH:42]=1. The catalyst is C(Cl)Cl. The product is [CH3:33][O:32][C:4]1[CH:3]=[C:2]([O:1][C:46]([C:41]2[S:45][CH:44]=[CH:43][CH:42]=2)=[O:47])[CH:7]=[CH:6][C:5]=1[C:8]1[C:9]([CH2:21][O:22][C:23](=[O:31])[C:24]2[CH:25]=[CH:26][C:27]([CH3:30])=[CH:28][CH:29]=2)=[C:10]2[C:15](=[CH:16][CH:17]=1)[NH:14][C:13]([CH3:19])([CH3:18])[CH:12]=[C:11]2[CH3:20]. The yield is 0.930.